Dataset: Forward reaction prediction with 1.9M reactions from USPTO patents (1976-2016). Task: Predict the product of the given reaction. Given the reactants O[CH2:2][C:3]1[S:4][CH:5]=[N:6][N:7]=1.[C:8]([O:12][C:13]([N:15]1[CH2:21][CH2:20][C:19]2[C:22]([S:26]C(=O)N(C)C)=[CH:23][CH:24]=[CH:25][C:18]=2[CH2:17][CH2:16]1)=[O:14])([CH3:11])([CH3:10])[CH3:9].[OH-].[K+].S(Cl)([Cl:36])=O, predict the reaction product. The product is: [C:8]([O:12][C:13]([N:15]1[CH2:21][CH2:20][C:19]2[C:22]([S:26][CH2:2][C:3]3[S:4][CH:5]=[N:6][N:7]=3)=[C:23]([Cl:36])[CH:24]=[CH:25][C:18]=2[CH2:17][CH2:16]1)=[O:14])([CH3:11])([CH3:10])[CH3:9].